This data is from Forward reaction prediction with 1.9M reactions from USPTO patents (1976-2016). The task is: Predict the product of the given reaction. (1) Given the reactants C([O:8][C@H:9]1[C@:12]2([C:35]3[CH:40]=[CH:39][CH:38]=[CH:37][CH:36]=3)[C:13]3[CH:33]=[C:32]([Cl:34])[CH:31]=[CH:30][C:14]=3[N:15]([CH2:19][C:20]3[CH:25]=[C:24]([O:26][CH3:27])[CH:23]=[C:22]([O:28][CH3:29])[CH:21]=3)[C:16](=[O:18])[CH2:17][N:11]2[C:10]1=[O:41])C1C=CC=CC=1.C(O)(=O)C.[H][H], predict the reaction product. The product is: [Cl:34][C:32]1[CH:31]=[CH:30][C:14]2[N:15]([CH2:19][C:20]3[CH:21]=[C:22]([O:28][CH3:29])[CH:23]=[C:24]([O:26][CH3:27])[CH:25]=3)[C:16](=[O:18])[CH2:17][N:11]3[C:10](=[O:41])[C@@H:9]([OH:8])[C@:12]3([C:35]3[CH:36]=[CH:37][CH:38]=[CH:39][CH:40]=3)[C:13]=2[CH:33]=1. (2) Given the reactants CC1(C)C(C)(C)OB([C:9]2[CH:23]=[CH:22][C:12]([CH2:13][N:14]3[CH2:19][CH2:18][S:17](=[O:21])(=[O:20])[CH2:16][CH2:15]3)=[CH:11][CH:10]=2)O1.Br[C:26]1[N:31]2[N:32]=[C:33]([NH2:35])[N:34]=[C:30]2[CH:29]=[CH:28][CH:27]=1.C([O-])([O-])=O.[K+].[K+], predict the reaction product. The product is: [O:21]=[S:17]1(=[O:20])[CH2:16][CH2:15][N:14]([CH2:13][C:12]2[CH:11]=[CH:10][C:9]([C:26]3[N:31]4[N:32]=[C:33]([NH2:35])[N:34]=[C:30]4[CH:29]=[CH:28][CH:27]=3)=[CH:23][CH:22]=2)[CH2:19][CH2:18]1. (3) Given the reactants [CH3:1][S:2]([NH:5][CH2:6][C:7]1[C:15]2[S:14](=[O:17])(=[O:16])[N:13]=[C:12]([CH2:18][C:19]([OH:21])=O)[NH:11][C:10]=2[S:9][CH:8]=1)(=[O:4])=[O:3].F[P-](F)(F)(F)(F)F.N1(OC(N(C)C)=[N+](C)C)C2N=CC=CC=2N=N1.CN1CCOCC1.C([O:55][C:56](=O)[CH:57]([CH2:60][NH:61][CH2:62][C:63]1[CH:68]=[CH:67][C:66]([F:69])=[CH:65][CH:64]=1)[CH2:58][CH3:59])C.[O-]CC.[Na+].C(O)C, predict the reaction product. The product is: [CH2:58]([CH:57]1[CH2:60][N:61]([CH2:62][C:63]2[CH:64]=[CH:65][C:66]([F:69])=[CH:67][CH:68]=2)[C:19](=[O:21])[C:18]([C:12]2[NH:11][C:10]3[S:9][CH:8]=[C:7]([CH2:6][NH:5][S:2]([CH3:1])(=[O:3])=[O:4])[C:15]=3[S:14](=[O:16])(=[O:17])[N:13]=2)=[C:56]1[OH:55])[CH3:59]. (4) Given the reactants [C:1]([C:5]1[C:6]([O:36][CH3:37])=[C:7]2[C:12](=[C:13]([C:15]3[C:16]([O:23]C)=[N:17][C:18](=[O:22])[N:19]([CH3:21])[CH:20]=3)[CH:14]=1)[N:11]=[CH:10][C:9]([N:25]1[CH2:29][CH2:28][C@H:27]([CH2:30][NH:31][S:32]([CH3:35])(=[O:34])=[O:33])[CH2:26]1)=[CH:8]2)([CH3:4])([CH3:3])[CH3:2].Br, predict the reaction product. The product is: [C:1]([C:5]1[C:6]([O:36][CH3:37])=[C:7]2[C:12](=[C:13]([C:15]3[C:16](=[O:23])[NH:17][C:18](=[O:22])[N:19]([CH3:21])[CH:20]=3)[CH:14]=1)[N:11]=[CH:10][C:9]([N:25]1[CH2:29][CH2:28][C@H:27]([CH2:30][NH:31][S:32]([CH3:35])(=[O:34])=[O:33])[CH2:26]1)=[CH:8]2)([CH3:4])([CH3:2])[CH3:3]. (5) Given the reactants [C:1]([C:4]1[S:5][CH:6]=[CH:7][CH:8]=1)(=[O:3])[CH3:2].[H-].[Na+].[F:11][C:12]([F:22])([F:21])[C:13]([F:20])([F:19])[C:14](OCC)=[O:15].S(=O)(=O)(O)O, predict the reaction product. The product is: [F:19][C:13]([F:20])([C:12]([F:22])([F:21])[F:11])[C:14](=[O:15])[CH2:2][C:1]([C:4]1[S:5][CH:6]=[CH:7][CH:8]=1)=[O:3]. (6) Given the reactants Cl.[NH2:2][C:3]([NH2:5])=[NH:4].[H-].[Na+].Cl[C:9]1[C:18]2[C:13](=[CH:14][CH:15]=[C:16]([S:19]([N:22]3[CH2:27][CH2:26][CH2:25][CH2:24][C@@H:23]3[C:28]([O:30][C:31]([CH3:34])([CH3:33])[CH3:32])=[O:29])(=[O:21])=[O:20])[CH:17]=2)[C:12]([Cl:35])=[CH:11][N:10]=1, predict the reaction product. The product is: [NH3:2].[Cl:35][C:12]1[C:13]2[C:18](=[CH:17][C:16]([S:19]([N:22]3[CH2:27][CH2:26][CH2:25][CH2:24][C@@H:23]3[C:28]([O:30][C:31]([CH3:34])([CH3:33])[CH3:32])=[O:29])(=[O:20])=[O:21])=[CH:15][CH:14]=2)[C:9]([NH:4][C:3]([NH2:5])=[NH:2])=[N:10][CH:11]=1. (7) The product is: [CH3:29][O:30][C:31](=[O:40])[C:32]1[CH:37]=[CH:36][CH:35]=[C:34]([CH2:38][N:18]2[CH2:19][CH2:20][CH2:21][C@H:16]([NH:15][C:13]([NH2:14])=[N:12][C:10]([C:3]3[C:2]([NH2:1])=[N:7][C:6]([NH2:8])=[C:5]([Cl:9])[N:4]=3)=[O:11])[CH2:17]2)[CH:33]=1. Given the reactants [NH2:1][C:2]1[C:3]([C:10]([NH:12][C:13]([NH:15][CH:16]2[CH2:21][CH2:20][CH2:19][NH:18][CH2:17]2)=[NH:14])=[O:11])=[N:4][C:5]([Cl:9])=[C:6]([NH2:8])[N:7]=1.C(N(CC)CC)C.[CH3:29][O:30][C:31](=[O:40])[C:32]1[CH:37]=[CH:36][CH:35]=[C:34]([CH2:38]Br)[CH:33]=1, predict the reaction product. (8) Given the reactants [CH2:1]([O:3][C:4](=[O:18])[CH:5]([O:15][CH2:16][CH3:17])[CH2:6][C:7]1[CH:12]=[CH:11][C:10]([OH:13])=[CH:9][C:8]=1[CH3:14])[CH3:2].Cl[CH2:20][C:21]1[N:22]=[C:23]([C:27]2[CH:32]=[CH:31][CH:30]=[CH:29][C:28]=2[O:33][CH3:34])[O:24][C:25]=1[CH3:26].COC1C=CC=CC=1C=O.O=P(Cl)(Cl)Cl.C(=O)([O-])[O-].[Cs+].[Cs+].[I-].[K+], predict the reaction product. The product is: [CH2:1]([O:3][C:4](=[O:18])[CH:5]([O:15][CH2:16][CH3:17])[CH2:6][C:7]1[CH:12]=[CH:11][C:10]([O:13][CH2:20][C:21]2[N:22]=[C:23]([C:27]3[CH:32]=[CH:31][CH:30]=[CH:29][C:28]=3[O:33][CH3:34])[O:24][C:25]=2[CH3:26])=[CH:9][C:8]=1[CH3:14])[CH3:2].